From a dataset of Full USPTO retrosynthesis dataset with 1.9M reactions from patents (1976-2016). Predict the reactants needed to synthesize the given product. (1) Given the product [CH:15]1([NH:14][C:10]2[CH:9]=[C:8]([C:7]3[C:2]([NH:28][C:20]4[CH:21]=[C:22]([N+:25]([O-:27])=[O:26])[CH:23]=[CH:24][C:19]=4[CH3:18])=[N:3][CH:4]=[CH:5][CH:6]=3)[N:13]=[CH:12][N:11]=2)[CH2:17][CH2:16]1, predict the reactants needed to synthesize it. The reactants are: Cl[C:2]1[C:7]([C:8]2[N:13]=[CH:12][N:11]=[C:10]([NH:14][CH:15]3[CH2:17][CH2:16]3)[CH:9]=2)=[CH:6][CH:5]=[CH:4][N:3]=1.[CH3:18][C:19]1[CH:24]=[CH:23][C:22]([N+:25]([O-:27])=[O:26])=[CH:21][C:20]=1[NH2:28].CC(C)([O-])C.[K+]. (2) The reactants are: C(OC(=O)[NH:7][C:8]1([C:12]2[CH:17]=[CH:16][C:15]([C:18]3[C:19]([C:28]4[CH:33]=[CH:32][CH:31]=[CH:30][CH:29]=4)=[CH:20][C:21]4[N:22]([C:24]([CH3:27])=[CH:25][N:26]=4)[N:23]=3)=[CH:14][CH:13]=2)[CH2:11][CH2:10][CH2:9]1)(C)(C)C.Cl. Given the product [CH3:27][C:24]1[N:22]2[N:23]=[C:18]([C:15]3[CH:14]=[CH:13][C:12]([C:8]4([NH2:7])[CH2:11][CH2:10][CH2:9]4)=[CH:17][CH:16]=3)[C:19]([C:28]3[CH:29]=[CH:30][CH:31]=[CH:32][CH:33]=3)=[CH:20][C:21]2=[N:26][CH:25]=1, predict the reactants needed to synthesize it. (3) Given the product [Cl:25][C:26]1[CH:32]=[C:31]([P:33]([CH3:35])([CH3:36])=[O:34])[CH:30]=[CH:29][C:27]=1[NH:28][C:2]1[CH:7]=[C:6]([NH:8][C:9]2[CH:14]=[CH:13][CH:12]=[CH:11][C:10]=2[S:15]([CH:18]([CH3:20])[CH3:19])(=[O:16])=[O:17])[C:5]([C:21]([F:24])([F:22])[F:23])=[CH:4][N:3]=1, predict the reactants needed to synthesize it. The reactants are: Cl[C:2]1[CH:7]=[C:6]([NH:8][C:9]2[CH:14]=[CH:13][CH:12]=[CH:11][C:10]=2[S:15]([CH:18]([CH3:20])[CH3:19])(=[O:17])=[O:16])[C:5]([C:21]([F:24])([F:23])[F:22])=[CH:4][N:3]=1.[Cl:25][C:26]1[CH:32]=[C:31]([P:33]([CH3:36])([CH3:35])=[O:34])[CH:30]=[CH:29][C:27]=1[NH2:28]. (4) Given the product [O:11]1[CH2:16][CH2:15][CH2:14][CH2:13][CH:12]1[N:17]1[C:21]2[CH:22]=[CH:23][C:24]([CH:26]=[O:27])=[CH:25][C:20]=2[N:19]=[CH:18]1, predict the reactants needed to synthesize it. The reactants are: C(Cl)(=O)C(Cl)=O.CS(C)=O.[O:11]1[CH2:16][CH2:15][CH2:14][CH2:13][CH:12]1[N:17]1[C:21]2[CH:22]=[CH:23][C:24]([CH2:26][OH:27])=[CH:25][C:20]=2[N:19]=[CH:18]1.CCN(C(C)C)C(C)C. (5) Given the product [ClH:15].[NH2:2][CH:3]([C:5]1[CH:14]=[CH:13][C:8]([C:9]([O:11][CH3:12])=[O:10])=[CH:7][CH:6]=1)[CH3:4], predict the reactants needed to synthesize it. The reactants are: O[N:2]=[C:3]([C:5]1[CH:14]=[CH:13][C:8]([C:9]([O:11][CH3:12])=[O:10])=[CH:7][CH:6]=1)[CH3:4].[ClH:15].O. (6) Given the product [N:13]([CH2:11][C:5]1[C:4]2[C:8](=[CH:9][CH:10]=[C:2]([Cl:1])[CH:3]=2)[NH:7][N:6]=1)=[N+:14]=[N-:15], predict the reactants needed to synthesize it. The reactants are: [Cl:1][C:2]1[CH:3]=[C:4]2[C:8](=[CH:9][CH:10]=1)[NH:7][N:6]=[C:5]2[CH2:11]Cl.[N-:13]=[N+:14]=[N-:15].[Na+]. (7) The reactants are: [Cl:1][C:2]1[CH:7]=[C:6]([F:8])[CH:5]=[CH:4][C:3]=1[C:9]1[CH:14]=[CH:13][N:12]=[CH:11][CH:10]=1. Given the product [Cl:1][C:2]1[CH:7]=[C:6]([F:8])[CH:5]=[CH:4][C:3]=1[CH:9]1[CH2:10][CH2:11][NH:12][CH2:13][CH2:14]1, predict the reactants needed to synthesize it.